Binary Classification. Given a T-cell receptor sequence (or CDR3 region) and an epitope sequence, predict whether binding occurs between them. From a dataset of TCR-epitope binding with 47,182 pairs between 192 epitopes and 23,139 TCRs. The epitope is FPRPWLHGL. The TCR CDR3 sequence is CASSSRLAGPTDTQYF. Result: 0 (the TCR does not bind to the epitope).